Task: Predict the reactants needed to synthesize the given product.. Dataset: Full USPTO retrosynthesis dataset with 1.9M reactions from patents (1976-2016) Given the product [F:30][C:31]1[CH:32]=[C:33]([C:37]2[N:39]=[C:27]([CH:13]3[CH2:14][CH:15]([C:17]4[CH:18]=[CH:19][C:20]([C:23]([F:25])([F:26])[F:24])=[CH:21][CH:22]=4)[CH2:16][N:11]([C:9]([N:6]4[CH2:5][CH2:4][CH:3]([C:1]#[N:2])[CH2:8][CH2:7]4)=[O:10])[CH2:12]3)[O:28][N:38]=2)[CH:34]=[CH:35][CH:36]=1, predict the reactants needed to synthesize it. The reactants are: [C:1]([CH:3]1[CH2:8][CH2:7][N:6]([C:9]([N:11]2[CH2:16][CH:15]([C:17]3[CH:22]=[CH:21][C:20]([C:23]([F:26])([F:25])[F:24])=[CH:19][CH:18]=3)[CH2:14][CH:13]([C:27](O)=[O:28])[CH2:12]2)=[O:10])[CH2:5][CH2:4]1)#[N:2].[F:30][C:31]1[CH:32]=[C:33]([C:37](=[N:39]O)[NH2:38])[CH:34]=[CH:35][CH:36]=1.